This data is from Forward reaction prediction with 1.9M reactions from USPTO patents (1976-2016). The task is: Predict the product of the given reaction. (1) Given the reactants [CH2:1]([N:8]1[CH2:13][CH2:12][CH:11]([C:14]2[CH:19]=[CH:18][C:17]([O:20][CH3:21])=[CH:16][CH:15]=2)[CH:10]([OH:22])[CH2:9]1)[C:2]1[CH:7]=[CH:6][CH:5]=[CH:4][CH:3]=1.Br[CH2:24][C:25]1[CH:34]=[CH:33][C:32]2[C:27](=[CH:28][CH:29]=[CH:30][CH:31]=2)[CH:26]=1, predict the reaction product. The product is: [CH2:1]([N:8]1[CH2:13][CH2:12][CH:11]([C:14]2[CH:15]=[CH:16][C:17]([O:20][CH3:21])=[CH:18][CH:19]=2)[CH:10]([O:22][CH2:24][C:25]2[CH:34]=[CH:33][C:32]3[C:27](=[CH:28][CH:29]=[CH:30][CH:31]=3)[CH:26]=2)[CH2:9]1)[C:2]1[CH:3]=[CH:4][CH:5]=[CH:6][CH:7]=1. (2) Given the reactants [F:1][C:2]1[CH:10]=[C:9]2[C:5]([C:6]([C:20]3[CH:21]=[N:22][NH:23][CH:24]=3)=[CH:7][N:8]2[S:11]([C:14]2[CH:19]=[CH:18][CH:17]=[CH:16][CH:15]=2)(=[O:13])=[O:12])=[CH:4][CH:3]=1.CS(O[CH:30]1[CH2:39][CH2:38][C:33]2([O:37][CH2:36][CH2:35][O:34]2)[CH2:32][CH2:31]1)(=O)=O, predict the reaction product. The product is: [O:34]1[C:33]2([CH2:38][CH2:39][CH:30]([N:23]3[CH:24]=[C:20]([C:6]4[C:5]5[C:9](=[CH:10][C:2]([F:1])=[CH:3][CH:4]=5)[N:8]([S:11]([C:14]5[CH:15]=[CH:16][CH:17]=[CH:18][CH:19]=5)(=[O:12])=[O:13])[CH:7]=4)[CH:21]=[N:22]3)[CH2:31][CH2:32]2)[O:37][CH2:36][CH2:35]1. (3) Given the reactants [NH2:1][C:2]1[CH:11]=[C:10]2[C:5]([CH:6]=[CH:7][CH:8]=[N:9]2)=[CH:4][CH:3]=1.[CH3:12][C:13]1[CH:14]=[C:15]([CH:19]=[C:20]([CH3:32])[C:21]=1[C:22]1[CH:30]=[CH:29][C:25]2[O:26][CH2:27][O:28][C:24]=2[C:23]=1[CH3:31])[C:16](O)=[O:17], predict the reaction product. The product is: [CH3:32][C:20]1[CH:19]=[C:15]([CH:14]=[C:13]([CH3:12])[C:21]=1[C:22]1[CH:30]=[CH:29][C:25]2[O:26][CH2:27][O:28][C:24]=2[C:23]=1[CH3:31])[C:16]([NH:1][C:2]1[CH:11]=[C:10]2[C:5]([CH:6]=[CH:7][CH:8]=[N:9]2)=[CH:4][CH:3]=1)=[O:17].